This data is from Catalyst prediction with 721,799 reactions and 888 catalyst types from USPTO. The task is: Predict which catalyst facilitates the given reaction. (1) Reactant: O[CH:2]([C:4]1[CH:9]=[CH:8][C:7]([CH2:10][NH:11][C:12](=[O:14])[CH3:13])=[CH:6][CH:5]=1)[CH3:3].S(Cl)([Cl:17])=O. Product: [Cl:17][CH:2]([C:4]1[CH:9]=[CH:8][C:7]([CH2:10][NH:11][C:12](=[O:14])[CH3:13])=[CH:6][CH:5]=1)[CH3:3]. The catalyst class is: 22. (2) Reactant: C([O:3][C:4](=[O:26])[CH2:5][C:6]1([CH2:23][CH2:24][CH3:25])[C:11]2[NH:12][C:13]3[C:18]([C:10]=2[CH2:9][CH:8]([CH3:22])[O:7]1)=[C:17]([C:19]#[N:20])[CH:16]=[CH:15][C:14]=3[F:21])C.[OH-].[Na+]. Product: [C:19]([C:17]1[CH:16]=[CH:15][C:14]([F:21])=[C:13]2[C:18]=1[C:10]1[CH2:9][CH:8]([CH3:22])[O:7][C:6]([CH2:5][C:4]([OH:26])=[O:3])([CH2:23][CH2:24][CH3:25])[C:11]=1[NH:12]2)#[N:20]. The catalyst class is: 36. (3) Reactant: [CH3:1][C:2]1([CH3:40])[CH2:38][C:6]2[C:7]([C:16]3[CH:21]=[C:20]([C:22]4[CH:27]=[CH:26][CH:25]=[CH:24][CH:23]=4)[N:19]=[C:18]([O:28]CC4C=CC(OC)=CC=4)[CH:17]=3)=[C:8]([N:10]3[CH2:15][CH2:14][O:13][CH2:12][CH2:11]3)[S:9][C:5]=2[C:4](=[O:39])[CH2:3]1. Product: [CH3:1][C:2]1([CH3:40])[CH2:38][C:6]2[C:7]([C:16]3[CH:21]=[C:20]([C:22]4[CH:27]=[CH:26][CH:25]=[CH:24][CH:23]=4)[NH:19][C:18](=[O:28])[CH:17]=3)=[C:8]([N:10]3[CH2:15][CH2:14][O:13][CH2:12][CH2:11]3)[S:9][C:5]=2[C:4](=[O:39])[CH2:3]1. The catalyst class is: 55. (4) Reactant: [Cl:1][C:2]1[CH:3]=[C:4]([C@@H:9]2[CH2:18][CH2:17][C@H:16]([NH:19][CH3:20])[C:15]3[CH:14]=[C:13]([C:21]#[N:22])[CH:12]=[CH:11][C:10]2=3)[CH:5]=[CH:6][C:7]=1[Cl:8].C(=O)(O)[O-:24].[Na+]. Product: [Cl:1][C:2]1[CH:3]=[C:4]([C@@H:9]2[CH2:18][CH2:17][C@H:16]([NH:19][CH3:20])[C:15]3[CH:14]=[C:13]([C:21]([NH2:22])=[O:24])[CH:12]=[CH:11][C:10]2=3)[CH:5]=[CH:6][C:7]=1[Cl:8]. The catalyst class is: 33. (5) Reactant: [CH3:1][C:2]1[N:6]([CH2:7][C:8]([F:11])([F:10])[F:9])[N:5]=[CH:4][C:3]=1[C:12]([NH:14][NH:15][C:16]([C:18]1[CH:19]=[N:20][CH:21]=[CH:22][CH:23]=1)=O)=O.COC1C=CC(P2(SP(C3C=CC(OC)=CC=3)(=S)S2)=[S:33])=CC=1. Product: [CH3:1][C:2]1[N:6]([CH2:7][C:8]([F:11])([F:10])[F:9])[N:5]=[CH:4][C:3]=1[C:12]1[S:33][C:16]([C:18]2[CH:19]=[N:20][CH:21]=[CH:22][CH:23]=2)=[N:15][N:14]=1. The catalyst class is: 7.